This data is from Full USPTO retrosynthesis dataset with 1.9M reactions from patents (1976-2016). The task is: Predict the reactants needed to synthesize the given product. (1) Given the product [Cl:30][C:25]1[CH:24]=[C:23]([CH:28]=[CH:27][C:26]=1[Cl:29])[C:22]([NH:21][C:18]1[CH:19]=[CH:20][C:15]([O:14][C:10]2[CH:11]=[C:12]3[C:7](=[CH:8][CH:9]=2)[NH:6][C:5]([C:3]([OH:4])=[O:2])=[CH:13]3)=[N:16][CH:17]=1)=[O:31], predict the reactants needed to synthesize it. The reactants are: C[O:2][C:3]([C:5]1[NH:6][C:7]2[C:12]([CH:13]=1)=[CH:11][C:10]([O:14][C:15]1[CH:20]=[CH:19][C:18]([NH:21][C:22](=[O:31])[C:23]3[CH:28]=[CH:27][C:26]([Cl:29])=[C:25]([Cl:30])[CH:24]=3)=[CH:17][N:16]=1)=[CH:9][CH:8]=2)=[O:4].[OH-].[Na+].O.Cl. (2) Given the product [CH:19]1([C:2]2[CH:11]=[CH:10][C:5]([C:6]([O:8][CH3:9])=[O:7])=[C:4]([CH3:12])[CH:3]=2)[CH2:21][CH2:20]1, predict the reactants needed to synthesize it. The reactants are: Br[C:2]1[CH:11]=[CH:10][C:5]([C:6]([O:8][CH3:9])=[O:7])=[C:4]([CH3:12])[CH:3]=1.C(=O)([O-])[O-].[K+].[K+].[CH:19]1(B(O)O)[CH2:21][CH2:20]1. (3) The reactants are: [CH2:1]([O:3][C:4]([N:6]1[C:15]2[C:10](=[N:11][C:12]([O:16][CH3:17])=[CH:13][CH:14]=2)[C@@H:9]([NH:18]C(OCC2C=CC=CC=2)=O)[CH2:8][C@H:7]1[CH2:29][CH3:30])=[O:5])[CH3:2].C([O-])=O.[NH4+]. Given the product [CH2:1]([O:3][C:4]([N:6]1[C:15]2[C:10](=[N:11][C:12]([O:16][CH3:17])=[CH:13][CH:14]=2)[C@@H:9]([NH2:18])[CH2:8][C@H:7]1[CH2:29][CH3:30])=[O:5])[CH3:2], predict the reactants needed to synthesize it. (4) Given the product [Br:1][C:2]1[CH:3]=[C:4]([C:8]([NH2:17])=[O:10])[N:5]([CH3:7])[CH:6]=1, predict the reactants needed to synthesize it. The reactants are: [Br:1][C:2]1[CH:3]=[C:4]([C:8]([OH:10])=O)[N:5]([CH3:7])[CH:6]=1.C(Cl)(=O)C(Cl)=O.[NH3:17]. (5) Given the product [CH2:1]([C:5]1[CH:23]=[CH:22][C:8]2[N:9]=[C:10]([N:12]3[CH2:17][CH2:16][CH2:15][CH2:14][C@H:13]3[C:18]([OH:20])=[O:19])[O:11][C:7]=2[CH:6]=1)[CH:2]([CH3:4])[CH3:3], predict the reactants needed to synthesize it. The reactants are: [CH2:1]([C:5]1[CH:23]=[CH:22][C:8]2[N:9]=[C:10]([N:12]3[CH2:17][CH2:16][CH2:15][CH2:14][C@H:13]3[C:18]([O:20]C)=[O:19])[O:11][C:7]=2[CH:6]=1)[CH:2]([CH3:4])[CH3:3].[OH-].[Li+]. (6) Given the product [CH3:26][S:23]([C:17]1[CH:16]=[C:15]2[C:20]([CH2:21][CH2:22][CH:13]([CH2:12][NH:30][CH2:27][CH:28]=[CH2:29])[O:14]2)=[CH:19][CH:18]=1)(=[O:24])=[O:25], predict the reactants needed to synthesize it. The reactants are: CC1C=CC(S(O[CH2:12][CH:13]2[CH2:22][CH2:21][C:20]3[C:15](=[CH:16][C:17]([S:23]([CH3:26])(=[O:25])=[O:24])=[CH:18][CH:19]=3)[O:14]2)(=O)=O)=CC=1.[CH2:27]([NH2:30])[CH:28]=[CH2:29]. (7) Given the product [Br:1][C:18]1[CH:17]=[CH:16][C:11]([C:12]([O:14][CH3:15])=[O:13])=[C:10]([CH3:19])[C:9]=1[OH:8], predict the reactants needed to synthesize it. The reactants are: [Br:1]Br.CC(N)(C)C.[OH:8][C:9]1[C:10]([CH3:19])=[C:11]([CH:16]=[CH:17][CH:18]=1)[C:12]([O:14][CH3:15])=[O:13].O.